This data is from Full USPTO retrosynthesis dataset with 1.9M reactions from patents (1976-2016). The task is: Predict the reactants needed to synthesize the given product. (1) Given the product [CH3:1][C:2]1([C:34]([OH:36])=[O:35])[CH2:3][CH2:4][CH:5]([CH2:8][C:9]2[C:14]3[C:15]([CH3:18])=[N:16][NH:17][C:13]=3[N:12]3[N:19]=[CH:20][C:21]([C:22]4[CH:23]=[N:24][C:25]([C:28]5[CH:29]=[CH:30][CH:31]=[CH:32][CH:33]=5)=[CH:26][CH:27]=4)=[C:11]3[N:10]=2)[CH2:6][CH2:7]1, predict the reactants needed to synthesize it. The reactants are: [CH3:1][C:2]1([C:34]([O:36]CC)=[O:35])[CH2:7][CH2:6][CH:5]([CH2:8][C:9]2[C:14]3[C:15]([CH3:18])=[N:16][NH:17][C:13]=3[N:12]3[N:19]=[CH:20][C:21]([C:22]4[CH:23]=[N:24][C:25]([C:28]5[CH:33]=[CH:32][CH:31]=[CH:30][CH:29]=5)=[CH:26][CH:27]=4)=[C:11]3[N:10]=2)[CH2:4][CH2:3]1.C1COCC1.O[Li].O.Cl. (2) Given the product [NH2:29][C:30]1[CH:31]=[CH:32][C:33]([O:7][C:6](=[O:8])[CH:5]([NH:4][C:1](=[O:3])[CH3:2])[CH2:9][SH:10])=[C:34]([CH:35]=1)[C:12]([OH:11])=[O:39], predict the reactants needed to synthesize it. The reactants are: [C:1]([NH:4][CH:5]([CH2:9][SH:10])[C:6]([OH:8])=[O:7])(=[O:3])[CH3:2].[OH:11][C:12]1C2N=NNC=2C=CC=1.[CH2:33]1[CH2:34][CH2:35][CH:30]([N:29]=C=[N:29][CH:30]2[CH2:35][CH2:34][CH2:33][CH2:32][CH2:31]2)[CH2:31][CH2:32]1.CN(C)C=[O:39]. (3) Given the product [CH2:1]([O:8][NH:9][C:10](=[O:19])[CH2:11][CH2:12][CH2:13][CH2:14][CH2:15][CH2:16][CH2:17][N:28]1[CH2:27][CH2:26][C:25]2[C:30](=[CH:31][C:32]([O:33][CH3:34])=[C:23]([O:22][CH3:21])[CH:24]=2)[CH:29]1[C:35]1[CH:40]=[CH:39][CH:38]=[CH:37][CH:36]=1)[C:2]1[CH:7]=[CH:6][CH:5]=[CH:4][CH:3]=1, predict the reactants needed to synthesize it. The reactants are: [CH2:1]([O:8][NH:9][C:10](=[O:19])[CH2:11][CH2:12][CH2:13][CH2:14][CH2:15][CH2:16][CH2:17]Br)[C:2]1[CH:7]=[CH:6][CH:5]=[CH:4][CH:3]=1.Cl.[CH3:21][O:22][C:23]1[CH:24]=[C:25]2[C:30](=[CH:31][C:32]=1[O:33][CH3:34])[CH:29]([C:35]1[CH:40]=[CH:39][CH:38]=[CH:37][CH:36]=1)[NH:28][CH2:27][CH2:26]2.C(=O)([O-])[O-].[K+].[K+]. (4) The reactants are: [H-].[Na+].[Cl:3][C:4]1[N:12]=[C:11]2[C:7]([NH:8][CH:9]=[N:10]2)=[C:6]([Cl:13])[N:5]=1.[CH3:14]I.O. Given the product [Cl:3][C:4]1[N:12]=[C:11]2[C:7]([N:8]=[CH:9][N:10]2[CH3:14])=[C:6]([Cl:13])[N:5]=1, predict the reactants needed to synthesize it. (5) Given the product [C:1]([O:5][C:6]([N:8]1[CH2:13][CH2:12][CH:11]([N:14]([CH2:15][C:16]2[CH:21]=[CH:20][CH:19]=[C:18]([C:22]3[CH:27]=[CH:26][N:25]=[C:24]([Cl:28])[N:23]=3)[CH:17]=2)[S:30]([CH3:29])(=[O:32])=[O:31])[CH2:10][CH2:9]1)=[O:7])([CH3:4])([CH3:2])[CH3:3], predict the reactants needed to synthesize it. The reactants are: [C:1]([O:5][C:6]([N:8]1[CH2:13][CH2:12][CH:11]([NH:14][CH2:15][C:16]2[CH:21]=[CH:20][CH:19]=[C:18]([C:22]3[CH:27]=[CH:26][N:25]=[C:24]([Cl:28])[N:23]=3)[CH:17]=2)[CH2:10][CH2:9]1)=[O:7])([CH3:4])([CH3:3])[CH3:2].[CH3:29][S:30](Cl)(=[O:32])=[O:31]. (6) The reactants are: [CH:1]1([C:4]2[CH:5]=[C:6]([NH:10][C:11]3[O:12][CH2:13][C:14]4[CH:20]=[C:19]([NH2:21])[CH:18]=[CH:17][C:15]=4[N:16]=3)[CH:7]=[CH:8][CH:9]=2)[CH2:3][CH2:2]1.[C:22]1([S:28](Cl)(=[O:30])=[O:29])[CH:27]=[CH:26][CH:25]=[CH:24][CH:23]=1. Given the product [CH:1]1([C:4]2[CH:5]=[C:6]([NH:10][C:11]3[O:12][CH2:13][C:14]4[CH:20]=[C:19]([NH:21][S:28]([C:22]5[CH:27]=[CH:26][CH:25]=[CH:24][CH:23]=5)(=[O:30])=[O:29])[CH:18]=[CH:17][C:15]=4[N:16]=3)[CH:7]=[CH:8][CH:9]=2)[CH2:3][CH2:2]1, predict the reactants needed to synthesize it. (7) The reactants are: Br[C:2]1[C:3]([C:23]([O:25][CH3:26])=[O:24])=[N:4][C:5]([N:8]([CH2:16][C:17]2[CH:22]=[CH:21][CH:20]=[CH:19][CH:18]=2)[CH2:9][C:10]2[CH:15]=[CH:14][CH:13]=[CH:12][CH:11]=2)=[CH:6][CH:7]=1.C1(P(C2C=CC=CC=2)C2C=CC=CC=2)C=CC=CC=1.C(=O)([O-])[O-].[K+].[K+].[C:52]([O:56][CH3:57])(=[O:55])[CH:53]=[CH2:54]. Given the product [CH2:9]([N:8]([CH2:16][C:17]1[CH:22]=[CH:21][CH:20]=[CH:19][CH:18]=1)[C:5]1[N:4]=[C:3]([C:23]([O:25][CH3:26])=[O:24])[C:2](/[CH:54]=[CH:53]/[C:52]([O:56][CH3:57])=[O:55])=[CH:7][CH:6]=1)[C:10]1[CH:15]=[CH:14][CH:13]=[CH:12][CH:11]=1, predict the reactants needed to synthesize it.